This data is from Forward reaction prediction with 1.9M reactions from USPTO patents (1976-2016). The task is: Predict the product of the given reaction. Given the reactants [Cl:1][C:2]1[CH:3]=[C:4]2[C:10]([C:11]3[N:16]=[C:15]([NH:17][C@H:18]4[CH2:22][CH2:21][N:20](S(C)(=O)=O)[CH2:19]4)[C:14]([F:27])=[CH:13][N:12]=3)=[CH:9][NH:8][C:5]2=[N:6][CH:7]=1.[CH3:28][O:29][C:30](Cl)=[O:31], predict the reaction product. The product is: [Cl:1][C:2]1[CH:3]=[C:4]2[C:10]([C:11]3[N:16]=[C:15]([NH:17][C@H:18]4[CH2:22][CH2:21][N:20]([C:30]([O:29][CH3:28])=[O:31])[CH2:19]4)[C:14]([F:27])=[CH:13][N:12]=3)=[CH:9][NH:8][C:5]2=[N:6][CH:7]=1.